From a dataset of Forward reaction prediction with 1.9M reactions from USPTO patents (1976-2016). Predict the product of the given reaction. (1) Given the reactants [H-].[Na+].[CH:3]([Si:6]([CH:11]([CH3:13])[CH3:12])([CH:8]([CH3:10])[CH3:9])[SH:7])([CH3:5])[CH3:4].C1(C)C=CC=CC=1.[CH3:21][C:22]1[C:27](Br)=[CH:26][CH:25]=[CH:24][C:23]=1[N:29]1[C:33](=[O:34])[N:32]([CH3:35])[N:31]=[N:30]1, predict the reaction product. The product is: [CH3:21][C:22]1[C:27]([S:7][Si:6]([CH:3]([CH3:5])[CH3:4])([CH:8]([CH3:10])[CH3:9])[CH:11]([CH3:13])[CH3:12])=[CH:26][CH:25]=[CH:24][C:23]=1[N:29]1[C:33](=[O:34])[N:32]([CH3:35])[N:31]=[N:30]1. (2) Given the reactants C([O:3][C:4](=[O:33])[CH2:5][C:6]([NH:8][C:9]1[CH:14]=[C:13]([Br:15])[C:12]([O:16][C:17]2[CH:22]=[C:21]([CH:23]([CH3:25])[CH3:24])[C:20]([OH:26])=[C:19]([CH3:27])[CH:18]=2)=[C:11]([Br:28])[C:10]=1[C:29]([F:32])([F:31])[F:30])=[O:7])C.[Li+].[OH-].Cl, predict the reaction product. The product is: [Br:28][C:11]1[C:10]([C:29]([F:32])([F:30])[F:31])=[C:9]([NH:8][C:6](=[O:7])[CH2:5][C:4]([OH:33])=[O:3])[CH:14]=[C:13]([Br:15])[C:12]=1[O:16][C:17]1[CH:22]=[C:21]([CH:23]([CH3:24])[CH3:25])[C:20]([OH:26])=[C:19]([CH3:27])[CH:18]=1.